From a dataset of Ames mutagenicity test results for genotoxicity prediction. Regression/Classification. Given a drug SMILES string, predict its toxicity properties. Task type varies by dataset: regression for continuous values (e.g., LD50, hERG inhibition percentage) or binary classification for toxic/non-toxic outcomes (e.g., AMES mutagenicity, cardiotoxicity, hepatotoxicity). Dataset: ames. (1) The molecule is CC(=O)Nc1ccc(Nc2ccc([N+](=O)[O-])cc2)cc1. The result is 1 (mutagenic). (2) The compound is CC(O)C(O)C(O)C(O)C1SCCN1N=O. The result is 0 (non-mutagenic). (3) The molecule is O=CN(O)c1ccccc1. The result is 0 (non-mutagenic). (4) The molecule is CCCOS(C)(=O)=O. The result is 1 (mutagenic). (5) The result is 0 (non-mutagenic). The molecule is O=C(O)CCCCC1SCC2NC(=O)NC21. (6) The compound is NC(CCC(=O)Nc1ccc([N+](=O)[O-])cc1)C(=O)O. The result is 0 (non-mutagenic). (7) The drug is CC(C)[C@H]1CC[C@H](C)CC1. The result is 0 (non-mutagenic). (8) The drug is O=C1C=C(Cl)C(=O)C1(Cl)Cl. The result is 1 (mutagenic). (9) The compound is CCCC/C=C/C=O. The result is 1 (mutagenic).